Dataset: NCI-60 drug combinations with 297,098 pairs across 59 cell lines. Task: Regression. Given two drug SMILES strings and cell line genomic features, predict the synergy score measuring deviation from expected non-interaction effect. (1) Drug 1: C1=NNC2=C1C(=O)NC=N2. Drug 2: C1C(C(OC1N2C=NC(=NC2=O)N)CO)O. Cell line: SR. Synergy scores: CSS=30.0, Synergy_ZIP=-1.72, Synergy_Bliss=1.59, Synergy_Loewe=-44.8, Synergy_HSA=1.63. (2) Drug 1: CC1=C2C(C(=O)C3(C(CC4C(C3C(C(C2(C)C)(CC1OC(=O)C(C(C5=CC=CC=C5)NC(=O)C6=CC=CC=C6)O)O)OC(=O)C7=CC=CC=C7)(CO4)OC(=O)C)O)C)OC(=O)C. Drug 2: C1CN(P(=O)(OC1)NCCCl)CCCl. Cell line: SK-OV-3. Synergy scores: CSS=17.7, Synergy_ZIP=-5.17, Synergy_Bliss=-6.19, Synergy_Loewe=-34.5, Synergy_HSA=-7.99. (3) Drug 1: COC1=C(C=C2C(=C1)N=CN=C2NC3=CC(=C(C=C3)F)Cl)OCCCN4CCOCC4. Drug 2: C1CCC(C(C1)N)N.C(=O)(C(=O)[O-])[O-].[Pt+4]. Cell line: NCI-H522. Synergy scores: CSS=35.8, Synergy_ZIP=-2.47, Synergy_Bliss=-1.71, Synergy_Loewe=0.293, Synergy_HSA=1.92. (4) Drug 2: C1=CC(=CC=C1CCCC(=O)O)N(CCCl)CCCl. Drug 1: C1=C(C(=O)NC(=O)N1)N(CCCl)CCCl. Synergy scores: CSS=31.5, Synergy_ZIP=8.08, Synergy_Bliss=9.26, Synergy_Loewe=8.25, Synergy_HSA=12.1. Cell line: SNB-19.